From a dataset of Reaction yield outcomes from USPTO patents with 853,638 reactions. Predict the reaction yield, written as a fraction of the theoretical maximum amount of product (1.0 means a 100% yield; for example, 0.34 means a 34% yield). (1) The reactants are [H-].[Na+].[Br:3][C:4]1[CH:5]=[C:6]2[C:10](=[CH:11][CH:12]=1)[NH:9][CH2:8][CH2:7]2.[CH3:13][S:14](Cl)(=[O:16])=[O:15]. The catalyst is CN(C=O)C. The product is [Br:3][C:4]1[CH:5]=[C:6]2[C:10](=[CH:11][CH:12]=1)[N:9]([S:14]([CH3:13])(=[O:16])=[O:15])[CH2:8][CH2:7]2. The yield is 0.600. (2) The reactants are Br[C:2]1[CH:7]=[C:6]([C:8]2[S:12][C:11]([C:13]3[CH:18]=[CH:17][CH:16]=[CH:15][CH:14]=3)=[N:10][C:9]=2[CH3:19])[CH:5]=[CH:4][C:3]=1[NH2:20].[Cl:21][C:22]1[CH:27]=[CH:26][CH:25]=[CH:24][C:23]=1[C:28]#[CH:29].[NH4+].[Cl-]. The catalyst is CN(C=O)C.Cl[Pd](Cl)([P](C1C=CC=CC=1)(C1C=CC=CC=1)C1C=CC=CC=1)[P](C1C=CC=CC=1)(C1C=CC=CC=1)C1C=CC=CC=1.[Cu]I. The product is [Cl:21][C:22]1[CH:27]=[CH:26][CH:25]=[CH:24][C:23]=1[C:28]#[C:29][C:2]1[CH:7]=[C:6]([C:8]2[S:12][C:11]([C:13]3[CH:18]=[CH:17][CH:16]=[CH:15][CH:14]=3)=[N:10][C:9]=2[CH3:19])[CH:5]=[CH:4][C:3]=1[NH2:20]. The yield is 0.370. (3) The yield is 0.790. The product is [ClH:10].[NH2:2][C:3]1[C:4]([C:11]([N:13]([CH2:27][CH2:28][CH2:29][CH2:30][C:31]2[CH:42]=[CH:41][C:34]([C:35]([NH:37][CH2:38][CH2:39][OH:40])=[O:36])=[CH:33][CH:32]=2)[C:14]([NH2:17])=[NH:20])=[O:12])=[N:5][C:6]([Cl:10])=[C:7]([NH2:9])[N:8]=1. The catalyst is C1COCC1.CO. The reactants are I.[NH2:2][C:3]1[C:4]([C:11]([NH:13][C:14](=[NH:17])SC)=[O:12])=[N:5][C:6]([Cl:10])=[C:7]([NH2:9])[N:8]=1.C([N:20](CC)CC)C.Cl.N[CH2:27][CH2:28][CH2:29][CH2:30][C:31]1[CH:42]=[CH:41][C:34]([C:35]([NH:37][CH2:38][CH2:39][OH:40])=[O:36])=[CH:33][CH:32]=1. (4) The reactants are [Cl:1][C:2]1[CH:7]=[CH:6][C:5]([S:8](Cl)(=[O:10])=[O:9])=[CH:4][C:3]=1[N+:12]([O-:14])=[O:13].[CH3:15][NH2:16].Cl. The catalyst is C1COCC1.O. The product is [Cl:1][C:2]1[CH:7]=[CH:6][C:5]([S:8]([NH:16][CH3:15])(=[O:10])=[O:9])=[CH:4][C:3]=1[N+:12]([O-:14])=[O:13]. The yield is 0.650.